The task is: Predict which catalyst facilitates the given reaction.. This data is from Catalyst prediction with 721,799 reactions and 888 catalyst types from USPTO. (1) Reactant: [NH2:1][C@H:2]1[CH2:7][CH2:6][C@H:5]([CH:8]([NH:22][S:23]([C:26]2[CH:31]=[CH:30][CH:29]=[CH:28][C:27]=2[N+:32]([O-:34])=[O:33])(=[O:25])=[O:24])[CH2:9][N:10]2[C:19]3[C:14](=[CH:15][CH:16]=[C:17]([F:20])[CH:18]=3)[N:13]=[CH:12][C:11]2=[O:21])[CH2:4][CH2:3]1.FC(F)(F)C(O)=O.C(N(C(C)C)CC)(C)C.[O:51]=[C:52]1[CH2:57][O:56][C:55]2[CH:58]=[CH:59][C:60]([CH:62]=O)=[N:61][C:54]=2[NH:53]1.C(O[BH-](OC(=O)C)OC(=O)C)(=O)C.[Na+]. Product: [F:20][C:17]1[CH:18]=[C:19]2[C:14]([N:13]=[CH:12][C:11](=[O:21])[N:10]2[CH2:9][CH:8]([NH:22][S:23]([C:26]2[CH:31]=[CH:30][CH:29]=[CH:28][C:27]=2[N+:32]([O-:34])=[O:33])(=[O:25])=[O:24])[C@H:5]2[CH2:6][CH2:7][C@H:2]([NH:1][CH2:62][C:60]3[CH:59]=[CH:58][C:55]4[O:56][CH2:57][C:52](=[O:51])[NH:53][C:54]=4[N:61]=3)[CH2:3][CH2:4]2)=[CH:15][CH:16]=1. The catalyst class is: 3. (2) Reactant: [N+:1]([C:4]1[O:8][C:7]([C:9](Cl)=[O:10])=[CH:6][CH:5]=1)([O-:3])=[O:2].[CH2:12]([N:19]1[CH2:24][CH2:23][N:22]([C:25]2[CH:26]=[C:27]([NH2:31])[CH:28]=[CH:29][CH:30]=2)[CH2:21][CH2:20]1)[C:13]1[CH:18]=[CH:17][CH:16]=[CH:15][CH:14]=1.CCN(CC)CC. Product: [CH2:12]([N:19]1[CH2:20][CH2:21][N:22]([C:25]2[CH:26]=[C:27]([NH:31][C:9]([C:7]3[O:8][C:4]([N+:1]([O-:3])=[O:2])=[CH:5][CH:6]=3)=[O:10])[CH:28]=[CH:29][CH:30]=2)[CH2:23][CH2:24]1)[C:13]1[CH:14]=[CH:15][CH:16]=[CH:17][CH:18]=1. The catalyst class is: 2. (3) Reactant: C(O)=O.[Cl:4][C:5]1[CH:10]=[CH:9][CH:8]=[C:7]([Cl:11])[C:6]=1[C:12]1[C:16]([CH2:17][O:18][CH:19]2[CH2:24][CH2:23][N:22]([C:25]3[CH:33]=[C:32]4[C:28]([C:29]([C:35]([O:37]C(C)(C)C)=[O:36])=[CH:30][N:31]4[CH3:34])=[CH:27][CH:26]=3)[CH2:21][CH2:20]2)=[C:15]([CH:42]2[CH2:44][CH2:43]2)[O:14][N:13]=1. Product: [CH:42]1([C:15]2[O:14][N:13]=[C:12]([C:6]3[C:5]([Cl:4])=[CH:10][CH:9]=[CH:8][C:7]=3[Cl:11])[C:16]=2[CH2:17][O:18][CH:19]2[CH2:24][CH2:23][N:22]([C:25]3[CH:33]=[C:32]4[C:28]([C:29]([C:35]([OH:37])=[O:36])=[CH:30][N:31]4[CH3:34])=[CH:27][CH:26]=3)[CH2:21][CH2:20]2)[CH2:43][CH2:44]1. The catalyst class is: 6. (4) Reactant: [CH:1]1([C@@H:4]([NH:6][CH2:7][C:8]2[CH:13]=[CH:12][C:11]([F:14])=[CH:10][CH:9]=2)[CH3:5])[CH2:3][CH2:2]1.[Br:15][CH2:16][C:17](Br)=[O:18]. Product: [Br:15][CH2:16][C:17]([N:6]([C@H:4]([CH:1]1[CH2:3][CH2:2]1)[CH3:5])[CH2:7][C:8]1[CH:13]=[CH:12][C:11]([F:14])=[CH:10][CH:9]=1)=[O:18]. The catalyst class is: 2. (5) Reactant: Br[C:2]1[C:3]([CH:23]2[CH2:25][CH2:24]2)=[N:4][C:5]([N:10]2[CH2:15][CH2:14][N:13]([C:16](=[O:21])[CH2:17][CH2:18][O:19][CH3:20])[C@H:12]([CH3:22])[CH2:11]2)=[C:6]([CH:9]=1)[C:7]#[N:8].[N:26]1[CH:31]=[CH:30][C:29]([NH2:32])=[CH:28][CH:27]=1.CC(C1C=C(C(C)C)C(C2C=CC=CC=2P(C2CCCCC2)C2CCCCC2)=C(C(C)C)C=1)C.C([O-])([O-])=O.[Cs+].[Cs+]. Product: [CH:23]1([C:3]2[C:2]([NH:32][C:29]3[CH:30]=[CH:31][N:26]=[CH:27][CH:28]=3)=[CH:9][C:6]([C:7]#[N:8])=[C:5]([N:10]3[CH2:15][CH2:14][N:13]([C:16](=[O:21])[CH2:17][CH2:18][O:19][CH3:20])[C@H:12]([CH3:22])[CH2:11]3)[N:4]=2)[CH2:25][CH2:24]1. The catalyst class is: 12.